From a dataset of Forward reaction prediction with 1.9M reactions from USPTO patents (1976-2016). Predict the product of the given reaction. (1) Given the reactants Br[C:2]1[CH:7]=[CH:6][C:5]([CH2:8][CH2:9][CH2:10][N:11]([CH2:19][C@H:20]([OH:27])[C:21]2[CH:22]=[N:23][CH:24]=[CH:25][CH:26]=2)[C:12](=[O:18])[O:13][C:14]([CH3:17])([CH3:16])[CH3:15])=[CH:4][CH:3]=1.[CH2:28]([O:32][C:33]1[CH:34]=[C:35](B(O)O)[CH:36]=[CH:37][C:38]=1[C:39]([O:41][CH3:42])=[O:40])[CH:29]([CH3:31])[CH3:30].C(=O)([O-])[O-].[Na+].[Na+], predict the reaction product. The product is: [C:14]([O:13][C:12]([N:11]([CH2:19][C@H:20]([OH:27])[C:21]1[CH:22]=[N:23][CH:24]=[CH:25][CH:26]=1)[CH2:10][CH2:9][CH2:8][C:5]1[CH:6]=[CH:7][C:2]([C:35]2[CH:36]=[CH:37][C:38]([C:39]([O:41][CH3:42])=[O:40])=[C:33]([O:32][CH2:28][CH:29]([CH3:31])[CH3:30])[CH:34]=2)=[CH:3][CH:4]=1)=[O:18])([CH3:17])([CH3:16])[CH3:15]. (2) Given the reactants [CH2:1]1[C:9]2[C:4](=[CH:5][CH:6]=[CH:7][CH:8]=2)[CH2:3][CH:2]1[C@@H:10]([NH:14][C:15]([O:17][C:18]([CH3:21])([CH3:20])[CH3:19])=[O:16])[C:11]([OH:13])=O.[NH2:22][CH2:23][C:24]1[CH:29]=[CH:28][C:27]([S:30][CH3:31])=[CH:26][C:25]=1[CH2:32][OH:33].[CH2:34]([CH:36]([CH2:39][CH3:40])[CH:37]=O)[CH3:35].[Cl:41][C:42]1[CH:47]=[CH:46][C:45]([N+:48]#[C-:49])=[CH:44][CH:43]=1.C[OH:51], predict the reaction product. The product is: [Cl:41][C:42]1[CH:47]=[CH:46][C:45]([NH:48][C:49]([CH:37]([N:22]([CH2:23][C:24]2[CH:29]=[CH:28][C:27]([S:30][CH3:31])=[CH:26][C:25]=2[CH2:32][OH:33])[C:11](=[O:13])[C@H:10]([NH:14][C:15](=[O:16])[O:17][C:18]([CH3:20])([CH3:21])[CH3:19])[CH:2]2[CH2:1][C:9]3[C:4](=[CH:5][CH:6]=[CH:7][CH:8]=3)[CH2:3]2)[CH:36]([CH2:39][CH3:40])[CH2:34][CH3:35])=[O:51])=[CH:44][CH:43]=1. (3) Given the reactants [N+:1]([C:4]1[CH:5]=[C:6]([NH:10][C:11](=[O:22])[C:12]2[CH:17]=[CH:16][CH:15]=[C:14]([C:18]([F:21])([F:20])[F:19])[CH:13]=2)[CH:7]=[CH:8][CH:9]=1)([O-])=O.S(S([O-])=O)([O-])=O.[Na+].[Na+], predict the reaction product. The product is: [NH2:1][C:4]1[CH:5]=[C:6]([NH:10][C:11](=[O:22])[C:12]2[CH:17]=[CH:16][CH:15]=[C:14]([C:18]([F:19])([F:20])[F:21])[CH:13]=2)[CH:7]=[CH:8][CH:9]=1. (4) Given the reactants [Cl:1][C:2]1[CH:3]=[C:4]([NH:9][C:10]2[N:14]=[C:13]([NH2:15])[NH:12][N:11]=2)[CH:5]=[C:6]([Cl:8])[CH:7]=1.[N:16]1([S:21]([C:24]2[CH:31]=[CH:30][C:27]([CH:28]=O)=[CH:26][CH:25]=2)(=[O:23])=[O:22])[CH2:20][CH2:19][CH2:18][CH2:17]1.C(O)(=O)C.Cl, predict the reaction product. The product is: [Cl:1][C:2]1[CH:3]=[C:4]([NH:9][C:10]2[N:14]=[C:13]([NH:15][CH2:28][C:27]3[CH:30]=[CH:31][C:24]([S:21]([N:16]4[CH2:20][CH2:19][CH2:18][CH2:17]4)(=[O:23])=[O:22])=[CH:25][CH:26]=3)[NH:12][N:11]=2)[CH:5]=[C:6]([Cl:8])[CH:7]=1. (5) Given the reactants CC1(C)[O:6][C@@H:5]([CH2:7][CH2:8][NH:9][C:10]([CH:12]2[CH:16]([C:17]3[CH:22]=[CH:21][CH:20]=[C:19]([Cl:23])[C:18]=3[F:24])[C:15]([C:27]3[CH:32]=[CH:31][C:30]([Cl:33])=[CH:29][C:28]=3[F:34])([C:25]#[N:26])[CH:14]([CH2:35][C:36]([CH3:41])([CH3:40])[CH2:37][CH2:38][NH2:39])[NH:13]2)=[O:11])[CH2:4][O:3]1.C(N(CC)CC)C.[C:50](Cl)(=[O:57])[C:51]1[CH:56]=[CH:55][CH:54]=[CH:53][CH:52]=1.Cl, predict the reaction product. The product is: [OH:6][C@H:5]([CH2:4][OH:3])[CH2:7][CH2:8][NH:9][C:10]([CH:12]1[CH:16]([C:17]2[CH:22]=[CH:21][CH:20]=[C:19]([Cl:23])[C:18]=2[F:24])[C:15]([C:27]2[CH:32]=[CH:31][C:30]([Cl:33])=[CH:29][C:28]=2[F:34])([C:25]#[N:26])[CH:14]([CH2:35][C:36]([CH3:41])([CH3:40])[CH2:37][CH2:38][NH:39][C:50](=[O:57])[C:51]2[CH:56]=[CH:55][CH:54]=[CH:53][CH:52]=2)[NH:13]1)=[O:11]. (6) The product is: [Cl:1][C:2]1[N:3]=[C:4]([N:16]2[CH2:21][CH2:20][O:19][CH2:18][CH2:17]2)[C:5]2[O:10][C:9]3[N:11]=[CH:12][CH:13]=[CH:14][C:8]=3[C:6]=2[N:7]=1. Given the reactants [Cl:1][C:2]1[N:3]=[C:4](Cl)[C:5]2[O:10][C:9]3[N:11]=[CH:12][CH:13]=[CH:14][C:8]=3[C:6]=2[N:7]=1.[NH:16]1[CH2:21][CH2:20][O:19][CH2:18][CH2:17]1, predict the reaction product.